Dataset: Forward reaction prediction with 1.9M reactions from USPTO patents (1976-2016). Task: Predict the product of the given reaction. The product is: [NH2:1][C:2]1[C:7]([C:8]2[N:17]([C:18]3[CH:23]=[CH:22][C:21]([C:24]4([NH:28][C:29](=[O:35])[O:30][C:31]([CH3:34])([CH3:33])[CH3:32])[CH2:27][CH2:26][CH2:25]4)=[CH:20][CH:19]=3)[C:11]3=[N:12][C:13]([C:46]4[CH:47]=[CH:48][CH:49]=[C:44]([N:39]5[CH2:40][C@H:41]([CH3:43])[O:42][C@H:37]([CH3:36])[CH2:38]5)[CH:45]=4)=[CH:14][CH:15]=[C:10]3[N:9]=2)=[CH:6][CH:5]=[CH:4][N:3]=1. Given the reactants [NH2:1][C:2]1[C:7]([C:8]2[N:17]([C:18]3[CH:23]=[CH:22][C:21]([C:24]4([NH:28][C:29](=[O:35])[O:30][C:31]([CH3:34])([CH3:33])[CH3:32])[CH2:27][CH2:26][CH2:25]4)=[CH:20][CH:19]=3)[C:11]3=[N:12][C:13](Cl)=[CH:14][CH:15]=[C:10]3[N:9]=2)=[CH:6][CH:5]=[CH:4][N:3]=1.[CH3:36][C@H:37]1[O:42][C@@H:41]([CH3:43])[CH2:40][N:39]([C:44]2[CH:49]=[CH:48][CH:47]=[C:46](B3OC(C)(C)C(C)(C)O3)[CH:45]=2)[CH2:38]1.[OH-].[Na+], predict the reaction product.